The task is: Regression. Given a peptide amino acid sequence and an MHC pseudo amino acid sequence, predict their binding affinity value. This is MHC class II binding data.. This data is from Peptide-MHC class II binding affinity with 134,281 pairs from IEDB. (1) The MHC is HLA-DQA10103-DQB10603 with pseudo-sequence HLA-DQA10103-DQB10603. The peptide sequence is RPIDDRFGLAL. The binding affinity (normalized) is 0. (2) The peptide sequence is KGSNPNYLALLVKFV. The MHC is DRB1_1602 with pseudo-sequence DRB1_1602. The binding affinity (normalized) is 0.570. (3) The peptide sequence is AFKVAAAAANAAPAN. The MHC is HLA-DPA10103-DPB10301 with pseudo-sequence HLA-DPA10103-DPB10301. The binding affinity (normalized) is 0.785. (4) The peptide sequence is KTKEGVLYVGSKTKK. The MHC is DRB4_0101 with pseudo-sequence DRB4_0103. The binding affinity (normalized) is 0.0734. (5) The peptide sequence is IHAVPFGLVSMMIAMKK. The MHC is DRB1_0901 with pseudo-sequence DRB1_0901. The binding affinity (normalized) is 0.587. (6) The peptide sequence is AFKVARTAANAAPAN. The MHC is DRB1_1001 with pseudo-sequence DRB1_1001. The binding affinity (normalized) is 0.814.